Dataset: Forward reaction prediction with 1.9M reactions from USPTO patents (1976-2016). Task: Predict the product of the given reaction. Given the reactants [C:1]([O:7][CH2:8][N:9]1[C:18](=[O:19])[C:17]2[C:12](=[CH:13][C:14]([O:22]CC3C=CC=CC=3)=[C:15]([O:20][CH3:21])[CH:16]=2)[N:11]=[CH:10]1)(=[O:6])[C:2]([CH3:5])([CH3:4])[CH3:3], predict the reaction product. The product is: [C:1]([O:7][CH2:8][N:9]1[C:18](=[O:19])[C:17]2[C:12](=[CH:13][C:14]([OH:22])=[C:15]([O:20][CH3:21])[CH:16]=2)[N:11]=[CH:10]1)(=[O:6])[C:2]([CH3:5])([CH3:4])[CH3:3].